Dataset: Catalyst prediction with 721,799 reactions and 888 catalyst types from USPTO. Task: Predict which catalyst facilitates the given reaction. (1) Reactant: O=C([NH:11][CH2:12][CH2:13][CH2:14][CH2:15][CH2:16]CCNC(=O)COCC(O)=O)OCC1C=CC=CC=1.[OH:28][C@:29]12[CH:38]3[CH2:39][C:40]4[C:45]5[C@@:34]1([CH2:35][CH2:36][N:37]3[CH3:48])[C@@H:33]([O:46][C:44]=5[C:43]([OH:47])=[CH:42][CH:41]=4)[C@@H:32]([NH:49][C:50](=[O:75])[CH2:51][O:52][CH2:53][C:54]([NH:56][CH2:57][CH2:58]OC1C=CC=C(C#CC3C=CC=C(C)N=3)C=1)=[O:55])[CH2:31][CH2:30]2.CCOC1N(C(OCC)=O)C2C(=CC=CC=2)C=C1. Product: [NH2:11][CH2:12][CH2:13][CH2:14][CH2:15][CH2:16][CH2:58][CH2:57][NH:56][C:54](=[O:55])[CH2:53][O:52][CH2:51][C:50]([NH:49][C@H:32]1[CH2:31][CH2:30][C@:29]2([OH:28])[C@@:34]34[C:45]5[C:40](=[CH:41][CH:42]=[C:43]([OH:47])[C:44]=5[O:46][C@@H:33]13)[CH2:39][CH:38]2[N:37]([CH3:48])[CH2:36][CH2:35]4)=[O:75]. The catalyst class is: 2. (2) Product: [CH:1]1([C:4]2[CH:12]=[C:11]([C:13]([F:16])([F:15])[F:14])[CH:10]=[CH:9][C:5]=2[C:6]([NH:65][C:53]2([C:59]3[CH:64]=[CH:63][CH:62]=[CH:61][CH:60]=3)[CH2:54][CH2:55][CH:56]3[N:51]([CH3:50])[CH:52]2[CH2:58][CH2:57]3)=[O:8])[CH2:2][CH2:3]1. Reactant: [CH:1]1([C:4]2[CH:12]=[C:11]([C:13]([F:16])([F:15])[F:14])[CH:10]=[CH:9][C:5]=2[C:6]([OH:8])=O)[CH2:3][CH2:2]1.CN(C(ON1N=NC2C=CC=NC1=2)=[N+](C)C)C.F[P-](F)(F)(F)(F)F.C(N(C(C)C)C(C)C)C.[CH3:50][N:51]1[CH:56]2[CH2:57][CH2:58][CH:52]1[C:53]([NH2:65])([C:59]1[CH:64]=[CH:63][CH:62]=[CH:61][CH:60]=1)[CH2:54][CH2:55]2. The catalyst class is: 9. (3) Reactant: [NH2:1][CH2:2][CH2:3][C:4]1[CH:9]=[CH:8][C:7]([NH2:10])=[C:6]([N+:11]([O-:13])=[O:12])[CH:5]=1.C(N(CC)CC)C.[F:21][C:22]1[CH:23]=[C:24]([CH:28]=[CH:29][C:30]=1[F:31])[C:25](Cl)=[O:26].C(OCC)(=O)C. Product: [NH2:10][C:7]1[CH:8]=[CH:9][C:4]([CH2:3][CH2:2][NH:1][C:25](=[O:26])[C:24]2[CH:28]=[CH:29][C:30]([F:31])=[C:22]([F:21])[CH:23]=2)=[CH:5][C:6]=1[N+:11]([O-:13])=[O:12]. The catalyst class is: 12. (4) Reactant: [F:1][C:2]1[CH:16]=[C:15]([F:17])[CH:14]=[CH:13][C:3]=1[CH2:4][O:5][C:6]1[CH:11]=[CH:10][N+:9]([O-])=[CH:8][CH:7]=1.C([O-])(=[O:20])C.[K+].CC(OCC1C2C(=CC=CC=2)C(COC(C)=O)=C2C=1C=CC=C2)=O. Product: [F:1][C:2]1[CH:16]=[C:15]([F:17])[CH:14]=[CH:13][C:3]=1[CH2:4][O:5][C:6]1[CH:11]=[CH:10][NH:9][C:8](=[O:20])[CH:7]=1. The catalyst class is: 15. (5) Reactant: [Cl:1][C:2]1[CH:7]=[CH:6][C:5]([CH2:8][NH2:9])=[CH:4][CH:3]=1.C(N(CC)CC)C.[CH3:17][C:18]1[C:26]2[C:25]([C:27](O)=[O:28])=[N:24][CH:23]=[N:22][C:21]=2[S:20][CH:19]=1.CN(C(ON1N=NC2C=CC=NC1=2)=[N+](C)C)C.F[P-](F)(F)(F)(F)F. Product: [Cl:1][C:2]1[CH:7]=[CH:6][C:5]([CH2:8][NH:9][C:27]([C:25]2[C:26]3[C:18]([CH3:17])=[CH:19][S:20][C:21]=3[N:22]=[CH:23][N:24]=2)=[O:28])=[CH:4][CH:3]=1. The catalyst class is: 3. (6) Reactant: [Cl:1][C:2]1[C:3]([C:10]([O:12][CH2:13][CH3:14])=[O:11])=[CH:4][N:5]([CH3:9])[C:6](=[O:8])[CH:7]=1.[Cl:15]N1C(=O)CCC1=O.CN(C=O)C. Product: [Cl:1][C:2]1[C:3]([C:10]([O:12][CH2:13][CH3:14])=[O:11])=[CH:4][N:5]([CH3:9])[C:6](=[O:8])[C:7]=1[Cl:15]. The catalyst class is: 6.